This data is from Full USPTO retrosynthesis dataset with 1.9M reactions from patents (1976-2016). The task is: Predict the reactants needed to synthesize the given product. (1) Given the product [CH3:30][O:1][C:2]1[C:14]2[CH2:13][O:12][C:11](=[O:15])[C:10]=2[C:9](/[CH:16]=[CH:17]/[C:18]2[CH:23]=[CH:22][CH:21]=[CH:20][CH:19]=2)=[C:8]2[C:3]=1[CH:4]=[C:5]([O:26][CH3:27])[C:6]([O:24][CH3:25])=[CH:7]2, predict the reactants needed to synthesize it. The reactants are: [OH:1][C:2]1[C:14]2[CH2:13][O:12][C:11](=[O:15])[C:10]=2[C:9](/[CH:16]=[CH:17]/[C:18]2[CH:23]=[CH:22][CH:21]=[CH:20][CH:19]=2)=[C:8]2[C:3]=1[CH:4]=[C:5]([O:26][CH3:27])[C:6]([O:24][CH3:25])=[CH:7]2.IC.[C:30](=O)([O-])[O-].[K+].[K+].[Cl-].[NH4+]. (2) Given the product [CH2:3]([NH:10][C:11](=[O:21])[C:12]1[CH:17]=[C:16]([B:25]2[O:26][C:27]([CH3:29])([CH3:28])[C:23]([CH3:39])([CH3:22])[O:24]2)[CH:15]=[CH:14][C:13]=1[O:19][CH3:20])[C:4]1[CH:9]=[CH:8][CH:7]=[CH:6][CH:5]=1, predict the reactants needed to synthesize it. The reactants are: N#N.[CH2:3]([NH:10][C:11](=[O:21])[C:12]1[CH:17]=[C:16](Br)[CH:15]=[CH:14][C:13]=1[O:19][CH3:20])[C:4]1[CH:9]=[CH:8][CH:7]=[CH:6][CH:5]=1.[CH3:22][C:23]1([CH3:39])[C:27]([CH3:29])([CH3:28])[O:26][B:25]([B:25]2[O:26][C:27]([CH3:29])([CH3:28])[C:23]([CH3:39])([CH3:22])[O:24]2)[O:24]1.C([O-])(=O)C.[K+]. (3) Given the product [Br:1][C:2]1[CH:3]=[CH:4][C:5]([Cl:11])=[C:6]([CH:10]=1)[C:7]([Cl:20])=[O:8], predict the reactants needed to synthesize it. The reactants are: [Br:1][C:2]1[CH:3]=[CH:4][C:5]([Cl:11])=[C:6]([CH:10]=1)[C:7](O)=[O:8].CN(C)C=O.C(Cl)(=O)C([Cl:20])=O. (4) Given the product [N:7]1([CH:3]2[CH2:4][CH2:5][C:1](=[O:6])[CH2:2]2)[C:11]2[CH:12]=[CH:13][CH:14]=[CH:15][C:10]=2[N:9]=[CH:8]1, predict the reactants needed to synthesize it. The reactants are: [C:1]1(=[O:6])[CH2:5][CH2:4][CH:3]=[CH:2]1.[N:7]1[C:11]2[CH:12]=[CH:13][CH:14]=[CH:15][C:10]=2[NH:9][CH:8]=1. (5) Given the product [F:8][C:9]1[CH:14]=[CH:13][C:12]([S:15]([N:6]2[CH:2]([CH3:1])[CH2:3][CH2:4][C:5]2=[O:7])(=[O:17])=[O:16])=[CH:11][CH:10]=1, predict the reactants needed to synthesize it. The reactants are: [CH3:1][CH:2]1[NH:6][C:5](=[O:7])[CH2:4][CH2:3]1.[F:8][C:9]1[CH:14]=[CH:13][C:12]([S:15](Cl)(=[O:17])=[O:16])=[CH:11][CH:10]=1. (6) Given the product [C:1]([O:5][C:6](=[O:15])[NH:7][C@H:8]([CH2:13][NH:27][C:22]1[CH:21]=[CH:20][C:19]2[C:24](=[CH:25][CH:26]=[C:17]([Br:16])[CH:18]=2)[CH:23]=1)[C@@H:9]([CH3:12])[CH2:10][CH3:11])([CH3:4])([CH3:3])[CH3:2], predict the reactants needed to synthesize it. The reactants are: [C:1]([O:5][C:6](=[O:15])[NH:7][C@H:8]([CH:13]=O)[C@@H:9]([CH3:12])[CH2:10][CH3:11])([CH3:4])([CH3:3])[CH3:2].[Br:16][C:17]1[CH:18]=[C:19]2[C:24](=[CH:25][CH:26]=1)[CH:23]=[C:22]([NH2:27])[CH:21]=[CH:20]2.[BH-](OC(C)=O)(OC(C)=O)OC(C)=O.[Na+].O. (7) Given the product [NH2:18][N:3]1[CH:4]([C:8]2[CH:13]=[CH:12][CH:11]=[C:10]([C:14]([F:15])([F:16])[F:17])[CH:9]=2)[CH2:5][CH2:6][CH2:7][C:2]1=[O:1], predict the reactants needed to synthesize it. The reactants are: [O:1]=[C:2]1[CH2:7][CH2:6][CH2:5][CH:4]([C:8]2[CH:13]=[CH:12][CH:11]=[C:10]([C:14]([F:17])([F:16])[F:15])[CH:9]=2)[N:3]1[NH:18]C(=O)OC(C)(C)C.FC(F)(F)C(O)=O. (8) Given the product [C:12]([O-:15])(=[O:25])[CH3:11].[O:15]=[C:12]1[C@H:11]([NH3+:10])[CH2:14][NH:13]1, predict the reactants needed to synthesize it. The reactants are: C(OC(=O)[NH:10][C@@H:11]1[CH2:14][NH:13][C:12]1=[O:15])C1C=CC=CC=1.C1CCC=CC=1.CC[OH:25].